Predict the product of the given reaction. From a dataset of Forward reaction prediction with 1.9M reactions from USPTO patents (1976-2016). (1) Given the reactants [CH3:1][O:2][C:3]1[CH:11]=[C:10]([NH2:12])[C:9]([N+:13]([O-:15])=[O:14])=[CH:8][C:4]=1[C:5]([OH:7])=O.[F:16][C:17]([F:26])([F:25])[C@H:18]1[CH2:23][CH2:22][C@H:21]([NH2:24])[CH2:20][CH2:19]1.CN(C(ON1N=NC2C=CC=CC1=2)=[N+](C)C)C.[B-](F)(F)(F)F.C(Cl)Cl.CCO, predict the reaction product. The product is: [F:16][C:17]([F:25])([F:26])[C@H:18]1[CH2:19][CH2:20][C@H:21]([NH:24][C:5](=[O:7])[C:4]2[CH:8]=[C:9]([N+:13]([O-:15])=[O:14])[C:10]([NH2:12])=[CH:11][C:3]=2[O:2][CH3:1])[CH2:22][CH2:23]1. (2) Given the reactants [CH3:1][O:2][C:3]1[CH:4]=[C:5]([CH2:9][C:10]([OH:12])=O)[CH:6]=[CH:7][CH:8]=1.[NH2:13][CH:14]([CH2:22][CH3:23])[C:15]([O:17][CH2:18][CH:19]([CH3:21])[CH3:20])=[O:16], predict the reaction product. The product is: [CH2:18]([O:17][C:15](=[O:16])[CH:14]([NH:13][C:10](=[O:12])[CH2:9][C:5]1[CH:6]=[CH:7][CH:8]=[C:3]([O:2][CH3:1])[CH:4]=1)[CH2:22][CH3:23])[CH:19]([CH3:20])[CH3:21]. (3) Given the reactants CCN(CC)CC.O[C@@H:9]([CH3:29])[C@@H:10]([NH:14][C:15]([O:17][CH2:18][CH2:19][CH2:20][CH2:21][CH2:22][C:23]1[CH:28]=[CH:27][CH:26]=[CH:25][CH:24]=1)=[O:16])[C:11]([OH:13])=[O:12], predict the reaction product. The product is: [C:23]1([CH2:22][CH2:21][CH2:20][CH2:19][CH2:18][O:17][C:15](=[O:16])[NH:14][C@H:10]2[C:11](=[O:13])[O:12][C@H:9]2[CH3:29])[CH:28]=[CH:27][CH:26]=[CH:25][CH:24]=1.